From a dataset of Experimentally validated miRNA-target interactions with 360,000+ pairs, plus equal number of negative samples. Binary Classification. Given a miRNA mature sequence and a target amino acid sequence, predict their likelihood of interaction. (1) The protein sequence of the target gene is MAFPKMRLMYICLLVLGALCLYFSMYSLNPFKEQSFVYKKDGNFLKLPDTDCRQTPPFLVLLVTSSHKQLAERMAIRQTWGKERMVKGKQLKTFFLLGTTSSAAETKEVDQESQRHGDIIQKDFLDVYYNLTLKTMMGIEWVHRFCPQAAFVMKTDSDMFINVDYLTELLLKKNRTTRFFTGFLKLNEFPIRQPFSKWFVSKSEYPWDRYPPFCSGTGYVFSGDVASQVYNVSKSVPYIKLEDVFVGLCLERLNIRLEELHSQPTFFPGGLRFSVCLFRRIVACHFIKPRTLLDYWQALE.... Result: 0 (no interaction). The miRNA is hsa-miR-6852-3p with sequence UGUCCUCUGUUCCUCAG. (2) The protein sequence of the target gene is MARGARPSAAGGGGGGAEPPERAGPGRPRGSPPGRARPSLAPRPGPEPSRPRAAPETSGGDTAGAGRCGGRRAAKLGPGRRGWWALLALQLHLLRALAQDDVAPYFKTEPGLPQIHLEGNRLVLTCLAEGSWPLEFKWMRDDSELTTYSSEYKYIIPSLQKLDAGFYRCVVRNRMGALLQRKSEVQVAYMGSFMDTDQRKTVSQGRAAILNLLPITSYPRPQVTWFREGHKIIPSNRIAITLENQLVILATTTSDAGAYYVQAVNEKNGENKTSPFIHLSIARDVGTPETMAPTIVVPPG.... Result: 0 (no interaction). The miRNA is hsa-miR-4279 with sequence CUCUCCUCCCGGCUUC. (3) The miRNA is hsa-miR-1301-3p with sequence UUGCAGCUGCCUGGGAGUGACUUC. The protein sequence of the target gene is MMPAQYALTSSLVLLVLLSTARAGPFSSRSNVTLPAPRPPPQPGGHTVGAGVGSPSSQLYEHTVEGGEKQVVFTHRINLPPSTGCGCPPGTEPPVLASEVQALRVRLEILEELVKGLKEQCTGGCCPASAQAGTGQTDVRTLCSLHGVFDLSRCTCSCEPGWGGPTCSDPTDAEIPPSSPPSASGSCPDDCNDQGRCVRGRCVCFPGYTGPSCGWPSCPGDCQGRGRCVQGVCVCRAGFSGPDCSQRSCPRGCSQRGRCEGGRCVCDPGYTGDDCGMRSCPRGCSQRGRCENGRCVCNPG.... Result: 1 (interaction). (4) The miRNA is hsa-miR-6083 with sequence CUUAUAUCAGAGGCUGUGGG. The protein sequence of the target gene is MKSAVLFLLGIIFLEQCGVRGTLVIRNARCSCISTSRGTIHYKSLKDLKQFAPSPNCNKTEIIATLKNGDQTCLDPDSANVKKLMKEWEKKISQKKKQKRGKKHQKNMKNRKPKTPQSRRRSRKTT. Result: 0 (no interaction). (5) The miRNA is hsa-miR-558 with sequence UGAGCUGCUGUACCAAAAU. The protein sequence of the target gene is MYSLNQEIKAFSRNNLRKQCTRVTTLTGKKIIETWKDARIHVVEEVEPSSGGGCGYVQDLSSDLQVGVIKPWLLLGSQDAAHDLDTLKKNKVTHILNVAYGVENAFLSDFTYKSISILDLPETNILSYFPECFEFIEEAKRKDGVVLVHCNAGVSRAAAIVIGFLMNSEQTSFTSAFSLVKNARPSICPNSGFMEQLRTYQEGKESNKCDRIQENSS. Result: 1 (interaction).